From a dataset of Catalyst prediction with 721,799 reactions and 888 catalyst types from USPTO. Predict which catalyst facilitates the given reaction. Reactant: [CH3:1][C:2]1[CH:6]=[CH:5][S:4][C:3]=1[C:7]([C:11]1[S:12][CH:13]=[CH:14][C:15]=1[CH3:16])=[CH:8][CH2:9]O.C1(P(C2C=CC=CC=2)C2C=CC=CC=2)C=CC=CC=1.CCOC(/N=N/C(OCC)=O)=O.[CH2:48]([O:50][C:51](=[O:65])[CH2:52][O:53][C:54]1[CH:59]=[CH:58][C:57]([SH:60])=[CH:56][C:55]=1[C:61]([F:64])([F:63])[F:62])[CH3:49]. Product: [CH2:48]([O:50][C:51](=[O:65])[CH2:52][O:53][C:54]1[CH:59]=[CH:58][C:57]([S:60][CH2:9][CH:8]=[C:7]([C:11]2[S:12][CH:13]=[CH:14][C:15]=2[CH3:16])[C:3]2[S:4][CH:5]=[CH:6][C:2]=2[CH3:1])=[CH:56][C:55]=1[C:61]([F:62])([F:63])[F:64])[CH3:49]. The catalyst class is: 1.